Dataset: Reaction yield outcomes from USPTO patents with 853,638 reactions. Task: Predict the reaction yield, written as a fraction of the theoretical maximum amount of product (1.0 means a 100% yield; for example, 0.34 means a 34% yield). (1) The yield is 0.410. The catalyst is N1C=CC=CC=1. The product is [NH2:27][S:24]([NH:2][CH2:3][CH2:4][NH:5][C:6]1[C:7]([C:11](=[N:12][OH:13])[NH:15][CH2:16][C:17]2[O:18][CH:19]=[C:20]([Br:22])[CH:21]=2)=[N:8][O:9][N:10]=1)(=[O:26])=[O:25]. The reactants are I.[NH2:2][CH2:3][CH2:4][NH:5][C:6]1[C:7]([C:11]2[N:15]([CH2:16][C:17]3[O:18][CH:19]=[C:20]([Br:22])[CH:21]=3)C(=O)[O:13][N:12]=2)=[N:8][O:9][N:10]=1.[S:24](N)([NH2:27])(=[O:26])=[O:25].[OH-].[Na+].O.C(O)(=O)C. (2) The reactants are Cl[C:2]1[CH:7]=[C:6]([Cl:8])[N:5]=[C:4]([CH3:9])[N:3]=1.[CH3:10][C:11]1[C:15](B(O)O)=[C:14]([CH3:19])[O:13][N:12]=1.C1(P(C2C=CC=CC=2)C2C=CC=CC=2)C=CC=CC=1.C(=O)([O-])[O-].[Na+].[Na+]. The catalyst is C([O-])(=O)C.[Pd+2].C([O-])(=O)C.C1COCC1. The product is [Cl:8][C:6]1[CH:7]=[C:2]([C:15]2[C:11]([CH3:10])=[N:12][O:13][C:14]=2[CH3:19])[N:3]=[C:4]([CH3:9])[N:5]=1. The yield is 0.720. (3) The reactants are O[CH:2]1[O:6][C:5](=O)[CH:4]=[C:3]1[C:8]1[CH:13]=[CH:12][C:11]([O:14][CH3:15])=[CH:10][CH:9]=1.[CH3:16][NH:17][NH2:18]. The catalyst is C(O)C. The product is [CH3:15][O:14][C:11]1[CH:12]=[CH:13][C:8]([C:3]2[CH:2]=[N:18][N:17]([CH3:16])[C:5](=[O:6])[CH:4]=2)=[CH:9][CH:10]=1. The yield is 0.460. (4) The reactants are [CH2:1]([N:8]1[C:16]2[C:11](=[CH:12][CH:13]=[CH:14][CH:15]=2)[C:10]([CH2:18][C:19]([N:21]([CH3:23])[CH3:22])=[O:20])([OH:17])[C:9]1=[O:24])[C:2]1[CH:7]=[CH:6][CH:5]=[CH:4][CH:3]=1.[Cl:25]N1C(=O)CCC1=O.C(O)(=O)C.C1(C)C=CC=CC=1. The catalyst is O. The product is [CH2:1]([N:8]1[C:16]2[C:11](=[CH:12][C:13]([Cl:25])=[CH:14][CH:15]=2)[C:10]([CH2:18][C:19]([N:21]([CH3:23])[CH3:22])=[O:20])([OH:17])[C:9]1=[O:24])[C:2]1[CH:3]=[CH:4][CH:5]=[CH:6][CH:7]=1. The yield is 0.880. (5) The reactants are [Br:1][C:2]1[CH:3]=[C:4]2[C:9](=[CH:10][C:11]=1[Cl:12])[N:8]=[CH:7][N:6]=[C:5]2[N:13]1[CH2:18][CH2:17][N:16]([C:19]([O:21][C:22]([CH3:25])([CH3:24])[CH3:23])=[O:20])[CH:15]([C:26]([O:28]C)=[O:27])[CH2:14]1.O[Li].O. The catalyst is C1COCC1.CO.O. The product is [C:22]([O:21][C:19]([N:16]1[CH2:17][CH2:18][N:13]([C:5]2[C:4]3[C:9](=[CH:10][C:11]([Cl:12])=[C:2]([Br:1])[CH:3]=3)[N:8]=[CH:7][N:6]=2)[CH2:14][CH:15]1[C:26]([OH:28])=[O:27])=[O:20])([CH3:25])([CH3:23])[CH3:24]. The yield is 0.670. (6) The reactants are [N:1]1[CH:6]=[CH:5][C:4]([N:7]2[CH2:12][CH2:11][CH:10]([CH2:13][NH:14][C:15]3[C:20]([NH2:21])=[CH:19][CH:18]=[CH:17][N:16]=3)[CH2:9][CH2:8]2)=[CH:3][CH:2]=1.[F:22][C:23]1[CH:24]=[C:25]([CH:29]=[CH:30][C:31]=1[O:32][CH3:33])[C:26](Cl)=[O:27]. No catalyst specified. The product is [F:22][C:23]1[CH:24]=[C:25]([CH:29]=[CH:30][C:31]=1[O:32][CH3:33])[C:26]([NH:21][C:20]1[C:15]([NH:14][CH2:13][CH:10]2[CH2:11][CH2:12][N:7]([C:4]3[CH:5]=[CH:6][N:1]=[CH:2][CH:3]=3)[CH2:8][CH2:9]2)=[N:16][CH:17]=[CH:18][CH:19]=1)=[O:27]. The yield is 0.150. (7) No catalyst specified. The product is [OH:1][C:2]1[CH:7]=[CH:6][C:5]([C:8](=[C:25]2[CH2:24][C:23]([CH3:29])([CH3:28])[O:22][C:21]([CH3:30])([CH3:20])[CH2:26]2)[C:10]2[CH:19]=[CH:18][C:13]([C:14]([O:16][CH3:17])=[O:15])=[CH:12][CH:11]=2)=[CH:4][CH:3]=1. The yield is 0.930. The reactants are [OH:1][C:2]1[CH:7]=[CH:6][C:5]([C:8]([C:10]2[CH:19]=[CH:18][C:13]([C:14]([O:16][CH3:17])=[O:15])=[CH:12][CH:11]=2)=O)=[CH:4][CH:3]=1.[CH3:20][C:21]1([CH3:30])[CH2:26][C:25](=O)[CH2:24][C:23]([CH3:29])([CH3:28])[O:22]1. (8) The reactants are C[O:2][C:3]([C:5]1[O:9][N:8]=[C:7]([C:10]2[CH:15]=[CH:14][CH:13]=[CH:12][CH:11]=2)[CH:6]=1)=[O:4].[Li+].[OH-]. The catalyst is C1COCC1. The product is [C:10]1([C:7]2[CH:6]=[C:5]([C:3]([OH:4])=[O:2])[O:9][N:8]=2)[CH:11]=[CH:12][CH:13]=[CH:14][CH:15]=1. The yield is 0.800. (9) The reactants are C(OC(=O)[NH:10][C:11]1([CH2:14][NH:15][C:16]([O:18][C:19]([CH3:22])([CH3:21])[CH3:20])=[O:17])[CH2:13][CH2:12]1)C1C=CC=CC=1. The catalyst is CO.[Pd]. The product is [NH2:10][C:11]1([CH2:14][NH:15][C:16](=[O:17])[O:18][C:19]([CH3:21])([CH3:20])[CH3:22])[CH2:13][CH2:12]1. The yield is 0.754.